This data is from M1 muscarinic receptor agonist screen with 61,833 compounds. The task is: Binary Classification. Given a drug SMILES string, predict its activity (active/inactive) in a high-throughput screening assay against a specified biological target. The compound is O=C(N1CCCC1)c1cc(NC(=O)c2ccccc2)ccc1. The result is 0 (inactive).